This data is from Full USPTO retrosynthesis dataset with 1.9M reactions from patents (1976-2016). The task is: Predict the reactants needed to synthesize the given product. (1) Given the product [C:1]([C:5]1[O:9][N:8]=[C:7]([NH:10][C:11]2[CH:16]=[CH:15][N:14]=[C:13]([NH:21][C:20]3[CH:22]=[C:23]([O:28][CH3:29])[C:24]([O:26][CH3:27])=[CH:25][C:19]=3[CH3:18])[N:12]=2)[CH:6]=1)([CH3:4])([CH3:3])[CH3:2], predict the reactants needed to synthesize it. The reactants are: [C:1]([C:5]1[O:9][N:8]=[C:7]([NH:10][C:11]2[CH:16]=[CH:15][N:14]=[C:13](Cl)[N:12]=2)[CH:6]=1)([CH3:4])([CH3:3])[CH3:2].[CH3:18][C:19]1[CH:25]=[C:24]([O:26][CH3:27])[C:23]([O:28][CH3:29])=[CH:22][C:20]=1[NH2:21].C([O-])(O)=O.[Na+].O. (2) Given the product [F:1][C:2]1[CH:9]=[CH:8][C:5]([CH:6]=[O:7])=[CH:4][C:3]=1[N+:10]([O-:12])=[O:11], predict the reactants needed to synthesize it. The reactants are: [F:1][C:2]1[CH:9]=[CH:8][C:5]([CH:6]=[O:7])=[CH:4][CH:3]=1.[N+:10]([O-])([OH:12])=[O:11].